This data is from HIV replication inhibition screening data with 41,000+ compounds from the AIDS Antiviral Screen. The task is: Binary Classification. Given a drug SMILES string, predict its activity (active/inactive) in a high-throughput screening assay against a specified biological target. (1) The compound is C1CCCC(N2N=NC3C4CC(C5N=NN(C6CCCCCC6)C45)C32)CC1. The result is 0 (inactive). (2) The molecule is O=C1C=C(c2[nH]c3ccccc3c2C2=CC(=O)c3ccccc3C2=O)C(=O)c2ccccc21. The result is 0 (inactive). (3) The molecule is C[n+]1ccn2c3nc4ccccc4nc3c([O-])c(C#N)c21. The result is 0 (inactive). (4) The compound is CC1C(=O)CC2C3(C)CCC2(C(C)C(=O)O)C(=O)C13. The result is 0 (inactive). (5) The result is 0 (inactive). The molecule is Cc1cccc(C2=NC(c3ccccc3)C(c3ccccc3)N=C2c2cccc(C)n2)n1. (6) The compound is Nc1nc(N)c2ncn(C3OC(CO)CC3F)c2n1. The result is 1 (active). (7) The molecule is CCN1C(=O)N(C)C(O)c2c1nc1ccccn1c2=O. The result is 0 (inactive).